This data is from Peptide-MHC class II binding affinity with 134,281 pairs from IEDB. The task is: Regression. Given a peptide amino acid sequence and an MHC pseudo amino acid sequence, predict their binding affinity value. This is MHC class II binding data. (1) The peptide sequence is NALSVLDKIYTSPLC. The MHC is DRB1_1501 with pseudo-sequence DRB1_1501. The binding affinity (normalized) is 0.603. (2) The binding affinity (normalized) is 0.287. The peptide sequence is KLRSAGELELQFRRV. The MHC is DRB1_0401 with pseudo-sequence DRB1_0401.